Dataset: Full USPTO retrosynthesis dataset with 1.9M reactions from patents (1976-2016). Task: Predict the reactants needed to synthesize the given product. (1) Given the product [NH2:1][C:4]1[CH:5]=[N:6][C:7]2[CH2:8][CH2:9][CH:10]([OH:14])[CH2:11][C:12]=2[CH:13]=1, predict the reactants needed to synthesize it. The reactants are: [N+:1]([C:4]1[CH:5]=[N:6][C:7]2[CH2:8][CH2:9][CH:10]([OH:14])[CH2:11][C:12]=2[CH:13]=1)([O-])=O. (2) Given the product [CH2:40]([C:36]1([CH2:42][CH2:43][OH:44])[C:28]2[NH:29][C:30]3[C:26]([C:27]=2[CH2:39][CH2:38][O:37]1)=[CH:25][C:24](/[CH:54]=[CH:53]/[C:52]([O:56][CH2:57][CH3:58])=[O:55])=[CH:32][C:31]=3[CH:33]([CH3:35])[CH3:34])[CH3:41], predict the reactants needed to synthesize it. The reactants are: CC1C=CC=CC=1P(C1C=CC=CC=1C)C1C=CC=CC=1C.Br[C:24]1[CH:25]=[C:26]2[C:30](=[C:31]([CH:33]([CH3:35])[CH3:34])[CH:32]=1)[NH:29][C:28]1[C:36]([CH2:42][CH2:43][OH:44])([CH2:40][CH3:41])[O:37][CH2:38][CH2:39][C:27]2=1.C(N(CC)CC)C.[C:52]([O:56][CH2:57][CH3:58])(=[O:55])[CH:53]=[CH2:54]. (3) The reactants are: [C:1]([C:3]1([C:14]2[CH:15]=[N:16][C:17]([CH3:20])=[N:18][CH:19]=2)[CH2:8][C:7](C(OC)=O)=[C:6]([OH:13])[CH2:5][CH2:4]1)#[N:2].[Na+].[Cl-].O. Given the product [CH3:20][C:17]1[N:16]=[CH:15][C:14]([C:3]2([C:1]#[N:2])[CH2:4][CH2:5][C:6](=[O:13])[CH2:7][CH2:8]2)=[CH:19][N:18]=1, predict the reactants needed to synthesize it.